This data is from Full USPTO retrosynthesis dataset with 1.9M reactions from patents (1976-2016). The task is: Predict the reactants needed to synthesize the given product. The reactants are: [Cl:1]N1C(=O)CCC1=O.[O:9]([CH2:16][C:17]1[CH:26]=[C:20]2[C:21](=[O:25])[NH:22][CH2:23][CH2:24][N:19]2[N:18]=1)[C:10]1[CH:15]=[CH:14][CH:13]=[CH:12][CH:11]=1. Given the product [Cl:1][C:13]1[CH:12]=[CH:11][C:10]([O:9][CH2:16][C:17]2[CH:26]=[C:20]3[C:21](=[O:25])[NH:22][CH2:23][CH2:24][N:19]3[N:18]=2)=[CH:15][CH:14]=1, predict the reactants needed to synthesize it.